Dataset: Catalyst prediction with 721,799 reactions and 888 catalyst types from USPTO. Task: Predict which catalyst facilitates the given reaction. (1) Reactant: C(OC([N:8]1[CH2:12][C@@H:11]([CH2:13][N:14]([CH:31]([CH3:33])[CH3:32])[C:15](=[O:30])[C:16]2[CH:21]=[CH:20][C:19]([O:22][CH3:23])=[C:18]([O:24][CH2:25][CH2:26][CH2:27][O:28][CH3:29])[CH:17]=2)[C@H:10]([OH:34])[CH2:9]1)=O)(C)(C)C.[Br:35][CH2:36][C:37]1[CH:46]=[C:45]2[C:40]([CH:41]=[CH:42][C:43]([C:47]#[N:48])=[CH:44]2)=[CH:39][CH:38]=1.[CH3:49][C:50]#[N:51].O.[CH3:53]C#N. Product: [C:50]([C:49]1[CH:46]=[C:45]2[C:40]([CH:41]=[CH:42][C:43]([CH2:47][CH2:53][O:34][C@@H:10]3[CH2:9][NH:8][CH2:12][C@H:11]3[CH2:13][N:14]([CH:31]([CH3:33])[CH3:32])[C:15](=[O:30])[C:16]3[CH:21]=[CH:20][C:19]([O:22][CH3:23])=[C:18]([O:24][CH2:25][CH2:26][CH2:27][O:28][CH3:29])[CH:17]=3)=[CH:44]2)=[CH:39][CH:38]=1)#[N:51].[Br:35][CH2:36][C:37]1[CH:46]=[C:45]2[C:40]([CH:41]=[CH:42][C:43]([C:47]#[N:48])=[CH:44]2)=[CH:39][CH:38]=1. The catalyst class is: 6. (2) Reactant: [CH2:1]([C:3]1[CH:8]=[CH:7][C:6]([CH2:9][C:10](=O)[CH:11]=[C:12](O)[CH3:13])=[CH:5][CH:4]=1)[CH3:2].O.[NH2:17][NH2:18]. Product: [CH2:1]([C:3]1[CH:8]=[CH:7][C:6]([CH2:9][C:10]2[CH:11]=[C:12]([CH3:13])[NH:18][N:17]=2)=[CH:5][CH:4]=1)[CH3:2]. The catalyst class is: 11. (3) Reactant: Cl.[NH:2]1[CH2:7][CH2:6][C:5]([C:8]2[CH:13]=[CH:12][C:11]([N:14]3[CH2:18][C@H:17]([CH2:19][N:20]4[CH:24]=[CH:23][N:22]=[N:21]4)[O:16][C:15]3=[O:25])=[CH:10][C:9]=2[F:26])=[CH:4][CH2:3]1.[CH3:27][S:28](Cl)(=[O:30])=[O:29]. Product: [CH3:27][S:28]([N:2]1[CH2:7][CH2:6][C:5]([C:8]2[CH:13]=[CH:12][C:11]([N:14]3[CH2:18][C@H:17]([CH2:19][N:20]4[CH:24]=[CH:23][N:22]=[N:21]4)[O:16][C:15]3=[O:25])=[CH:10][C:9]=2[F:26])=[CH:4][CH2:3]1)(=[O:30])=[O:29]. The catalyst class is: 112. (4) Reactant: [Si:1]([O:8][CH2:9][C@H:10]1[C@@H:15]([OH:16])[CH:14]=[CH:13][CH2:12][O:11]1)([C:4]([CH3:7])([CH3:6])[CH3:5])([CH3:3])[CH3:2].C1C=C(Cl)C=C(C(OO)=[O:25])C=1.CSC. Product: [Si:1]([O:8][CH2:9][C@H:10]1[C@@H:15]([OH:16])[C@H:14]2[C@H:13]([O:25]2)[CH2:12][O:11]1)([C:4]([CH3:7])([CH3:6])[CH3:5])([CH3:3])[CH3:2]. The catalyst class is: 2.